This data is from Catalyst prediction with 721,799 reactions and 888 catalyst types from USPTO. The task is: Predict which catalyst facilitates the given reaction. (1) Reactant: [Cl:1][C:2]1[CH:3]=[CH:4][C:5]2[N:6]([C:8]([CH:12]=[O:13])=[C:9]([CH3:11])[N:10]=2)[N:7]=1.[BH4-].[Na+]. Product: [Cl:1][C:2]1[CH:3]=[CH:4][C:5]2[N:6]([C:8]([CH2:12][OH:13])=[C:9]([CH3:11])[N:10]=2)[N:7]=1. The catalyst class is: 5. (2) Reactant: [H-].[Na+].CN(C=O)C.F[C:9]1[CH:14]=[C:13]([I:15])[CH:12]=[CH:11][N:10]=1.[CH3:16][O:17][C:18]1[CH:19]=[C:20]([CH2:26][CH2:27][OH:28])[CH:21]=[CH:22][C:23]=1[O:24][CH3:25]. Product: [CH3:16][O:17][C:18]1[CH:19]=[C:20]([CH2:26][CH2:27][O:28][C:9]2[CH:14]=[C:13]([I:15])[CH:12]=[CH:11][N:10]=2)[CH:21]=[CH:22][C:23]=1[O:24][CH3:25]. The catalyst class is: 6. (3) Reactant: [OH:1][CH2:2][C:3]([C@H:6]1[C@@H:10]2[C@@H:11]3[C@@:24]([CH3:27])([CH2:25][CH2:26][C@@:9]2([NH:42][CH2:43][CH2:44][N:45]2[CH2:50][CH2:49][S:48](=[O:52])(=[O:51])[CH2:47][CH2:46]2)[CH2:8][CH2:7]1)[C@@:23]1([CH3:28])[C@@H:14]([C@:15]2([CH3:41])[C@@H:20]([CH2:21][CH2:22]1)[C:19]([CH3:30])([CH3:29])[C:18]([C:31]1[CH:40]=[CH:39][C:34]([C:35]([O:37][CH3:38])=[O:36])=[CH:33][CH:32]=1)=[CH:17][CH2:16]2)[CH2:13][CH2:12]3)([OH:5])[CH3:4].[CH3:53]OC(C1C=CC(C2C(C)(C)[C@H]3[C@](C)(CC=2)[C@@H]2[C@](C)([C@@]4(C)[C@H](CC2)[C@H]2[C@H](C(C)=C)CC[C@]2(C(O[Si](C(C)(C)C)(C)C)=O)CC4)CC3)=CC=1)=O.C(C1C=C(C)C=C(C(C)(C)C)N=1)(C)(C)C.FC(F)(F)S(OC)(=O)=O.C(O)(C(F)(F)F)=O. Product: [O:51]=[S:48]1(=[O:52])[CH2:49][CH2:50][N:45]([CH2:44][CH2:43][NH:42][C@:9]23[CH2:8][CH2:7][C@@H:6]([C:3]([OH:5])([CH3:4])[CH2:2][O:1][CH3:53])[C@@H:10]2[C@@H:11]2[C@@:24]([CH3:27])([CH2:25][CH2:26]3)[C@@:23]3([CH3:28])[C@@H:14]([C@:15]4([CH3:41])[C@@H:20]([CH2:21][CH2:22]3)[C:19]([CH3:30])([CH3:29])[C:18]([C:31]3[CH:40]=[CH:39][C:34]([C:35]([O:37][CH3:38])=[O:36])=[CH:33][CH:32]=3)=[CH:17][CH2:16]4)[CH2:13][CH2:12]2)[CH2:46][CH2:47]1. The catalyst class is: 22. (4) Reactant: [O:1]1[C:5]2[CH:6]=[CH:7][C:8]([O:10][CH2:11][CH2:12][CH2:13]Cl)=[CH:9][C:4]=2[O:3][CH2:2]1.[CH3:15][NH2:16]. Product: [O:1]1[C:5]2[CH:6]=[CH:7][C:8]([O:10][CH2:11][CH2:12][CH2:13][NH:16][CH3:15])=[CH:9][C:4]=2[O:3][CH2:2]1. The catalyst class is: 5. (5) Reactant: [Br:1][C:2]1[N:7]=[CH:6][C:5](C=O)=[CH:4][CH:3]=1.C1(C)C=CC(S(O)(=O)=O)=CC=1.[CH:21](OC)([O:24][CH3:25])[O:22][CH3:23].C([O-])(O)=O.[Na+]. Product: [Br:1][C:2]1[CH:3]=[CH:4][C:5]([CH:21]([O:24][CH3:25])[O:22][CH3:23])=[CH:6][N:7]=1. The catalyst class is: 5.